This data is from Catalyst prediction with 721,799 reactions and 888 catalyst types from USPTO. The task is: Predict which catalyst facilitates the given reaction. (1) Reactant: [Br:1][C:2]1[C:7]([N:8]2C(=O)C3C(=CC=CC=3)C2=O)=[N:6][CH:5]=[C:4]2[NH:19][CH:20]=[CH:21][C:3]=12.[C:22]([CH:26]1[CH2:31][CH:30]([CH2:32][CH2:33]OS(C)(=O)=O)[CH2:29][CH2:28][N:27]1[C:39]([NH2:41])=[O:40])([CH3:25])([CH3:24])[CH3:23].C(=O)([O-])[O-].[Cs+].[Cs+].O.NN. Product: [C:22]([CH:26]1[CH2:31][CH:30]([CH2:32][CH2:33][N:19]2[C:4]3=[CH:5][N:6]=[C:7]([NH2:8])[C:2]([Br:1])=[C:3]3[CH:21]=[CH:20]2)[CH2:29][CH2:28][N:27]1[C:39]([NH2:41])=[O:40])([CH3:23])([CH3:24])[CH3:25]. The catalyst class is: 39. (2) Reactant: [NH2:1][CH2:2][CH2:3][C:4]1[C:12]2[C:7](=[CH:8][CH:9]=[CH:10][CH:11]=2)[NH:6][CH:5]=1.C(N(CC)CC)C.Cl[S:21]([C:24]1[CH:32]=[CH:31][C:27]([C:28]([OH:30])=[O:29])=[CH:26][CH:25]=1)(=[O:23])=[O:22]. Product: [NH:6]1[C:7]2[C:12](=[CH:11][CH:10]=[CH:9][CH:8]=2)[C:4]([CH2:3][CH2:2][NH:1][S:21]([C:24]2[CH:25]=[CH:26][C:27]([C:28]([OH:30])=[O:29])=[CH:31][CH:32]=2)(=[O:23])=[O:22])=[CH:5]1. The catalyst class is: 2.